Task: Predict the product of the given reaction.. Dataset: Forward reaction prediction with 1.9M reactions from USPTO patents (1976-2016) (1) The product is: [CH2:21]([O:20][C:18]([C:13]1[N:14]([CH2:35][C@H:34]([NH:30][C:28]([O:27][C:23]([CH3:25])([CH3:24])[CH3:26])=[O:29])[CH3:33])[C:15]2[C:11]([CH:12]=1)=[CH:10][C:9]([O:8][CH2:1][C:2]1[CH:3]=[CH:4][CH:5]=[CH:6][CH:7]=1)=[CH:17][CH:16]=2)=[O:19])[CH3:22]. Given the reactants [CH2:1]([O:8][C:9]1[CH:10]=[C:11]2[C:15](=[CH:16][CH:17]=1)[NH:14][C:13]([C:18]([O:20][CH2:21][CH3:22])=[O:19])=[CH:12]2)[C:2]1[CH:7]=[CH:6][CH:5]=[CH:4][CH:3]=1.[C:23]([O:27][C:28]([N:30]1[C@H:34]([CH3:35])[CH2:33]OS1(=O)=O)=[O:29])([CH3:26])([CH3:25])[CH3:24].CC(C)([O-])C.[K+], predict the reaction product. (2) The product is: [N:28]1[C:29]2[C:24](=[CH:23][CH:22]=[C:21]([NH:20][C:15]([CH:12]3[CH2:11][CH2:10][N:9]([C:7]4[CH:6]=[CH:5][CH:4]=[C:3]([C:2]([F:1])([F:19])[F:18])[N:8]=4)[CH2:14][CH2:13]3)=[O:17])[CH:30]=2)[CH:25]=[CH:26][CH:27]=1. Given the reactants [F:1][C:2]([F:19])([F:18])[C:3]1[N:8]=[C:7]([N:9]2[CH2:14][CH2:13][CH:12]([C:15]([OH:17])=O)[CH2:11][CH2:10]2)[CH:6]=[CH:5][CH:4]=1.[NH2:20][C:21]1[CH:30]=[C:29]2[C:24]([CH:25]=[CH:26][CH:27]=[N:28]2)=[CH:23][CH:22]=1, predict the reaction product. (3) Given the reactants C([O:3][C:4]([C:6]1[O:7][C:8]2[CH:14]=[CH:13][CH:12]=[C:11]([N:15]3[CH2:20][CH2:19][N:18]([C:21]([O:23][C:24]([CH3:27])([CH3:26])[CH3:25])=[O:22])[CH2:17][CH2:16]3)[C:9]=2[CH:10]=1)=O)C.[C-:28]#[N:29].[Na+].CN, predict the reaction product. The product is: [CH3:28][NH:29][C:4]([C:6]1[O:7][C:8]2[CH:14]=[CH:13][CH:12]=[C:11]([N:15]3[CH2:20][CH2:19][N:18]([C:21]([O:23][C:24]([CH3:26])([CH3:27])[CH3:25])=[O:22])[CH2:17][CH2:16]3)[C:9]=2[CH:10]=1)=[O:3]. (4) Given the reactants O.S(S([O-])=O)([O-])=O.[Na+].[Na+].[C:10]([C:14]1[C:15](=[O:25])[C:16]([C:21]([CH3:24])([CH3:23])[CH3:22])=[CH:17][C:18](=[O:20])[CH:19]=1)([CH3:13])([CH3:12])[CH3:11], predict the reaction product. The product is: [C:10]([C:14]1[CH:19]=[C:18]([OH:20])[CH:17]=[C:16]([C:21]([CH3:24])([CH3:23])[CH3:22])[C:15]=1[OH:25])([CH3:13])([CH3:12])[CH3:11]. (5) Given the reactants [F:1][C:2]([F:21])([C:15]1[CH:16]=[N:17][CH:18]=[N:19][CH:20]=1)[C:3]1[CH:4]=[C:5]2[C:10](=[C:11]([CH:13]=C)[CH:12]=1)[N:9]=[CH:8][CH:7]=[CH:6]2.[O:22]=[O+][O-].CSC, predict the reaction product. The product is: [F:1][C:2]([F:21])([C:15]1[CH:16]=[N:17][CH:18]=[N:19][CH:20]=1)[C:3]1[CH:4]=[C:5]2[C:10](=[C:11]([CH:13]=[O:22])[CH:12]=1)[N:9]=[CH:8][CH:7]=[CH:6]2.